This data is from Full USPTO retrosynthesis dataset with 1.9M reactions from patents (1976-2016). The task is: Predict the reactants needed to synthesize the given product. (1) Given the product [N:12]([C:9]1[CH:10]=[CH:11][C:6]([O:5][CH2:4][CH2:3][O:2][CH3:1])=[CH:7][CH:8]=1)=[C:13]=[S:14], predict the reactants needed to synthesize it. The reactants are: [CH3:1][O:2][CH2:3][CH2:4][O:5][C:6]1[CH:11]=[CH:10][C:9]([NH2:12])=[CH:8][CH:7]=1.[C:13](C1NC=CN=1)(C1NC=CN=1)=[S:14]. (2) Given the product [ClH:1].[CH3:2][S:3]([NH:6][C:7]1[CH:8]=[C:9]2[CH:28]=[C:27]([C:29]([OH:31])=[O:30])[NH:26][C:10]2=[CH:11][N:12]=1)(=[O:4])=[O:5], predict the reactants needed to synthesize it. The reactants are: [ClH:1].[CH3:2][S:3]([NH:6][C:7]1[N:12]=[C:11]2NC(C(O)=O)=C[C:10]2=[CH:9][CH:8]=1)(=[O:5])=[O:4].BrC1C=C2[CH:28]=[C:27]([C:29]([O:31]CC)=[O:30])[NH:26]C2=CN=1. (3) Given the product [Cl:1][C:2]1[C:3]([CH3:21])=[C:4]2[N:10]=[C:9]([C:11]3[CH:12]=[C:13]([NH2:18])[C:14]([NH:30][CH2:29][CH2:28][N:22]4[CH2:27][CH2:26][O:25][CH2:24][CH2:23]4)=[CH:15][CH:16]=3)[NH:8][C:5]2=[N:6][CH:7]=1, predict the reactants needed to synthesize it. The reactants are: [Cl:1][C:2]1[C:3]([CH3:21])=[C:4]2[N:10]=[C:9]([C:11]3[CH:16]=[CH:15][C:14](F)=[C:13]([N+:18]([O-])=O)[CH:12]=3)[NH:8][C:5]2=[N:6][CH:7]=1.[N:22]1([CH2:28][CH2:29][NH2:30])[CH2:27][CH2:26][O:25][CH2:24][CH2:23]1. (4) Given the product [O:45]=[C:41]1[CH2:42][CH2:43][CH2:44][N:40]1[C:14]1[C:13]2[C:8](=[CH:9][CH:10]=[C:11]([C:16]3[CH:21]=[CH:20][CH:19]=[CH:18][CH:17]=3)[CH:12]=2)[N:7]([CH2:35][C:34]2[CH:37]=[CH:38][CH:39]=[C:32]([O:25][C:26]3[CH:31]=[CH:30][CH:29]=[CH:28][CH:27]=3)[CH:33]=2)[C:6]=1[C:4]([OH:3])=[O:5], predict the reactants needed to synthesize it. The reactants are: C([O:3][C:4]([C:6]1[NH:7][C:8]2[C:13]([CH:14]=1)=[CH:12][C:11](Br)=[CH:10][CH:9]=2)=[O:5])C.[C:16]1(B(O)O)[CH:21]=[CH:20][CH:19]=[CH:18][CH:17]=1.[O:25]([C:32]1[CH:33]=[C:34]([CH:37]=[CH:38][CH:39]=1)[CH2:35]Cl)[C:26]1[CH:31]=[CH:30][CH:29]=[CH:28][CH:27]=1.[NH:40]1[CH2:44][CH2:43][CH2:42][C:41]1=[O:45]. (5) The reactants are: NC(N)=[S:3].[C:5]([O:9][C:10](=[O:24])[C@@H:11]([NH:16][C:17]([O:19][C:20]([CH3:23])([CH3:22])[CH3:21])=[O:18])[CH2:12][CH:13]1[CH2:15]O1)([CH3:8])([CH3:7])[CH3:6]. Given the product [C:5]([O:9][C:10](=[O:24])[C@@H:11]([NH:16][C:17]([O:19][C:20]([CH3:23])([CH3:22])[CH3:21])=[O:18])[CH2:12][CH:13]1[CH2:15][S:3]1)([CH3:8])([CH3:7])[CH3:6], predict the reactants needed to synthesize it.